Dataset: Catalyst prediction with 721,799 reactions and 888 catalyst types from USPTO. Task: Predict which catalyst facilitates the given reaction. (1) Reactant: N1([C:10]([CH:12]2[CH2:17][C:16]([CH3:19])([CH3:18])[O:15][C:14]([CH3:21])([CH3:20])[CH2:13]2)=[O:11])C2C=CC=CC=2N=N1.CCOCC.[Mg+2].[Br-].[Br-].[Cl:30][C:31]1[CH:36]=[CH:35][C:34]([C:37](=[O:39])[CH3:38])=[CH:33][CH:32]=1.CCN(C(C)C)C(C)C. Product: [Cl:30][C:31]1[CH:36]=[CH:35][C:34]([C:37](=[O:39])[CH2:38][C:10]([CH:12]2[CH2:13][C:14]([CH3:20])([CH3:21])[O:15][C:16]([CH3:18])([CH3:19])[CH2:17]2)=[O:11])=[CH:33][CH:32]=1. The catalyst class is: 2. (2) Reactant: N(CCO)CCO.CCOCC.[C:13]([CH2:21][C:22]([OH:24])=[O:23])(=[O:20])[C:14]1[CH:19]=[CH:18][CH:17]=[CH:16][CH:15]=1.[N+]([O-])([O-])=O.[Ag+:29]. Product: [C:13]([CH2:21][C:22]([O-:24])=[O:23])(=[O:20])[C:14]1[CH:19]=[CH:18][CH:17]=[CH:16][CH:15]=1.[Ag+:29]. The catalyst class is: 6. (3) Reactant: [F:1][C:2]([F:21])([F:20])[C:3]1[CH:19]=[CH:18][C:6]2=[N:7][N:8]([C:10]3[CH:15]=[CH:14][C:13]([NH2:16])=[CH:12][C:11]=3[OH:17])[N:9]=[C:5]2[CH:4]=1.C(N(CC)CC)C.[CH2:29]([CH:31]([CH2:35][CH2:36][CH2:37][CH3:38])[C:32](Cl)=[O:33])[CH3:30].O. Product: [F:21][C:2]([F:1])([F:20])[C:3]1[CH:19]=[CH:18][C:6]2=[N:7][N:8]([C:10]3[CH:15]=[CH:14][C:13]([NH:16][C:32](=[O:33])[CH:31]([CH2:29][CH3:30])[CH2:35][CH2:36][CH2:37][CH3:38])=[CH:12][C:11]=3[OH:17])[N:9]=[C:5]2[CH:4]=1. The catalyst class is: 11. (4) Reactant: C(OC([N:8]1[CH2:13][CH2:12][CH:11]([NH:14][CH2:15][C:16]2[CH:21]=[CH:20][C:19]([CH2:22][CH3:23])=[C:18]([N+:24]([O-:26])=[O:25])[CH:17]=2)[CH2:10][CH2:9]1)=O)(C)(C)C.Cl. Product: [CH2:22]([C:19]1[CH:20]=[CH:21][C:16]([CH2:15][NH:14][CH:11]2[CH2:12][CH2:13][NH:8][CH2:9][CH2:10]2)=[CH:17][C:18]=1[N+:24]([O-:26])=[O:25])[CH3:23]. The catalyst class is: 135. (5) Reactant: [O:1]=[C:2]1[C:10]2[C:5](=[CH:6][CH:7]=[CH:8][CH:9]=2)[C:4](=[O:11])[N:3]1[CH2:12][CH2:13][CH2:14][CH2:15][CH2:16][CH2:17][CH2:18][CH2:19][CH2:20][CH2:21][CH2:22][CH2:23][P:24](=[O:31])([O:28]CC)[O:25]CC.Br[Si](C)(C)C.O. Product: [O:11]=[C:4]1[C:5]2[C:10](=[CH:9][CH:8]=[CH:7][CH:6]=2)[C:2](=[O:1])[N:3]1[CH2:12][CH2:13][CH2:14][CH2:15][CH2:16][CH2:17][CH2:18][CH2:19][CH2:20][CH2:21][CH2:22][CH2:23][P:24](=[O:25])([OH:31])[OH:28]. The catalyst class is: 98. (6) Reactant: [N+:1]([C:4]1[CH:9]=[C:8]([C:10]([F:13])([F:12])[F:11])[CH:7]=[CH:6][C:5]=1[S:14][C:15]1[CH:20]=[CH:19][C:18]([NH:21][C:22](=[O:24])[CH3:23])=[CH:17][CH:16]=1)([O-])=O. Product: [NH2:1][C:4]1[CH:9]=[C:8]([C:10]([F:12])([F:13])[F:11])[CH:7]=[CH:6][C:5]=1[S:14][C:15]1[CH:20]=[CH:19][C:18]([NH:21][C:22](=[O:24])[CH3:23])=[CH:17][CH:16]=1. The catalyst class is: 301.